From a dataset of Reaction yield outcomes from USPTO patents with 853,638 reactions. Predict the reaction yield, written as a fraction of the theoretical maximum amount of product (1.0 means a 100% yield; for example, 0.34 means a 34% yield). (1) The reactants are [C:1](N)(=O)[C@@H:2]([CH3:4])[OH:3].F[B-](F)(F)F.C([O+](CC)CC)C.[Br:19][C:20]1[N:25]=[CH:24][C:23]([NH2:26])=[C:22]([NH:27][C@H:28]([CH2:30][CH3:31])[CH3:29])[CH:21]=1. The catalyst is ClCCl.O. The product is [Br:19][C:20]1[N:25]=[CH:24][C:23]2[N:26]=[C:1]([C@H:2]([OH:3])[CH3:4])[N:27]([C@H:28]([CH2:30][CH3:31])[CH3:29])[C:22]=2[CH:21]=1. The yield is 0.370. (2) The reactants are [Cl:1][S:2]([OH:5])(=O)=[O:3].[Br:6][C:7]1[CH:8]=[CH:9][C:10]([NH2:13])=[N:11][CH:12]=1. No catalyst specified. The product is [NH2:13][C:10]1[C:9]([S:2]([Cl:1])(=[O:5])=[O:3])=[CH:8][C:7]([Br:6])=[CH:12][N:11]=1. The yield is 0.770. (3) The reactants are [O:1]1CCO[CH:2]1[C:6]1[CH:7]=[CH:8][C:9]([C:12]2[S:20][C:19]3[C:14](=[N:15][CH:16]=[CH:17][C:18]=3[O:21][C:22]3[CH:27]=[CH:26][C:25]([N:28]([C:37]4[CH:42]=[CH:41][CH:40]=[CH:39][CH:38]=4)[C:29]([C:31]4([C:34]([NH2:36])=[O:35])[CH2:33][CH2:32]4)=[O:30])=[CH:24][C:23]=3[F:43])[CH:13]=2)=[N:10][CH:11]=1.C1(C)C=CC=CC=1. The catalyst is CC(C)=O.O.C(O)(C(F)(F)F)=O. The product is [F:43][C:23]1[CH:24]=[C:25]([N:28]([C:37]2[CH:38]=[CH:39][CH:40]=[CH:41][CH:42]=2)[C:29]([C:31]2([C:34]([NH2:36])=[O:35])[CH2:33][CH2:32]2)=[O:30])[CH:26]=[CH:27][C:22]=1[O:21][C:18]1[CH:17]=[CH:16][N:15]=[C:14]2[CH:13]=[C:12]([C:9]3[CH:8]=[CH:7][C:6]([CH:2]=[O:1])=[CH:11][N:10]=3)[S:20][C:19]=12. The yield is 1.03. (4) The reactants are [F:1][C:2]([F:12])([F:11])[O:3][C:4]1[CH:9]=[CH:8][CH:7]=[CH:6][C:5]=1[OH:10].[CH3:13]I. No catalyst specified. The product is [F:1][C:2]([F:11])([F:12])[O:3][C:4]1[CH:9]=[CH:8][CH:7]=[CH:6][C:5]=1[O:10][CH3:13]. The yield is 0.780. (5) The reactants are C[Si](C)(C)O[Si](C)(C)C.O=P12OP3(OP(OP(O3)(O1)=O)(=O)O2)=O.[Br:24][C:25]1[CH:30]=[CH:29][C:28]([NH:31][C:32](=O)[CH2:33][CH:34]2[CH2:39][CH2:38][N:37](C(OC(C)(C)C)=O)[CH2:36][CH2:35]2)=[C:27]([OH:48])[CH:26]=1.O. The catalyst is ClCCCl. The product is [Br:24][C:25]1[CH:30]=[CH:29][C:28]2[N:31]=[C:32]([CH2:33][CH:34]3[CH2:35][CH2:36][NH:37][CH2:38][CH2:39]3)[O:48][C:27]=2[CH:26]=1. The yield is 0.430. (6) The reactants are [Cl:1][C:2]1[CH:28]=[CH:27][C:26]([Cl:29])=[CH:25][C:3]=1[C:4]([NH:6][NH:7][C:8](=[O:24])[C:9]1[CH:14]=[CH:13][C:12]([O:15][CH2:16][CH2:17][CH2:18][CH2:19][CH2:20][CH2:21][CH2:22][CH3:23])=[CH:11][CH:10]=1)=O.P(Cl)(Cl)(Cl)=O. No catalyst specified. The product is [Cl:1][C:2]1[CH:28]=[CH:27][C:26]([Cl:29])=[CH:25][C:3]=1[C:4]1[O:24][C:8]([C:9]2[CH:14]=[CH:13][C:12]([O:15][CH2:16][CH2:17][CH2:18][CH2:19][CH2:20][CH2:21][CH2:22][CH3:23])=[CH:11][CH:10]=2)=[N:7][N:6]=1. The yield is 0.890. (7) The reactants are Br[C:2]1[CH:3]=[C:4]2[C:9](=[CH:10][CH:11]=1)[N:8]=[C:7]([O:12][CH3:13])[CH:6]=[C:5]2[C:14]1[CH:19]=[CH:18][CH:17]=[C:16]([O:20][CH2:21][CH3:22])[CH:15]=1.[Cl:23][C:24]1[S:28][C:27]([C:29]([C:31]2[N:32]([CH3:36])[CH:33]=[N:34][CH:35]=2)=[O:30])=[CH:26][CH:25]=1. No catalyst specified. The product is [Cl:23][C:24]1[S:28][C:27]([C:29]([C:2]2[CH:3]=[C:4]3[C:9](=[CH:10][CH:11]=2)[N:8]=[C:7]([O:12][CH3:13])[CH:6]=[C:5]3[C:14]2[CH:19]=[CH:18][CH:17]=[C:16]([O:20][CH2:21][CH3:22])[CH:15]=2)([C:31]2[N:32]([CH3:36])[CH:33]=[N:34][CH:35]=2)[OH:30])=[CH:26][CH:25]=1. The yield is 0.720. (8) The reactants are Cl[C:2]1[CH:11]=[CH:10][N:9]=[C:8]2[C:3]=1[C:4]1[CH:16]=[CH:15][CH:14]=[CH:13][C:5]=1[C:6](=[O:12])[NH:7]2.[N:17]1[C:26]2[C:21](=[CH:22][CH:23]=[C:24]([OH:27])[CH:25]=2)[CH:20]=[CH:19][CH:18]=1. No catalyst specified. The product is [N:17]1[C:26]2[C:21](=[CH:22][CH:23]=[C:24]([O:27][C:2]3[CH:11]=[CH:10][N:9]=[C:8]4[C:3]=3[C:4]3[CH:16]=[CH:15][CH:14]=[CH:13][C:5]=3[C:6](=[O:12])[NH:7]4)[CH:25]=2)[CH:20]=[CH:19][CH:18]=1. The yield is 0.690. (9) The reactants are Br[C:2]1[C:3]([NH2:22])=[N:4][CH:5]=[C:6]([C:8]2[CH:13]=[CH:12][C:11]([O:14][Si:15]([C:18]([CH3:21])([CH3:20])[CH3:19])([CH3:17])[CH3:16])=[CH:10][CH:9]=2)[N:7]=1.C([Sn](CCCC)(CCCC)[C:28]1[S:29][CH:30]=[CH:31][CH:32]=1)CCC.[F-].[K+]. The catalyst is O1CCOCC1.Cl[Pd](Cl)([P](C1C=CC=CC=1)(C1C=CC=CC=1)C1C=CC=CC=1)[P](C1C=CC=CC=1)(C1C=CC=CC=1)C1C=CC=CC=1. The product is [Si:15]([O:14][C:11]1[CH:12]=[CH:13][C:8]([C:6]2[N:7]=[C:2]([C:28]3[S:29][CH:30]=[CH:31][CH:32]=3)[C:3]([NH2:22])=[N:4][CH:5]=2)=[CH:9][CH:10]=1)([C:18]([CH3:21])([CH3:20])[CH3:19])([CH3:17])[CH3:16]. The yield is 0.849. (10) The reactants are [C:1]([O:5][C:6]([N:8]1[CH2:12][C@@H:11]([O:13][C:14]2[CH:23]=[CH:22][C:21]3[C:16](=[CH:17][CH:18]=[CH:19][CH:20]=3)[CH:15]=2)[CH2:10][C@H:9]1[C:24](O)=[O:25])=[O:7])([CH3:4])([CH3:3])[CH3:2].CSC. The catalyst is C1COCC1. The product is [C:1]([O:5][C:6]([N:8]1[CH2:12][C@@H:11]([O:13][C:14]2[CH:23]=[CH:22][C:21]3[C:16](=[CH:17][CH:18]=[CH:19][CH:20]=3)[CH:15]=2)[CH2:10][C@H:9]1[CH2:24][OH:25])=[O:7])([CH3:4])([CH3:3])[CH3:2]. The yield is 1.00.